Dataset: Catalyst prediction with 721,799 reactions and 888 catalyst types from USPTO. Task: Predict which catalyst facilitates the given reaction. (1) Reactant: [NH2:1][C:2]1[CH:3]=[CH:4][C:5]([CH3:9])=[CH:6][C:7]=1[OH:8].Br[C:11]([CH3:16])([CH3:15])[C:12](Br)=[O:13]. Product: [CH3:15][C:11]1([CH3:16])[C:12](=[O:13])[NH:1][C:2]2[CH:3]=[CH:4][C:5]([CH3:9])=[CH:6][C:7]=2[O:8]1. The catalyst class is: 68. (2) Reactant: [N:1]1[CH:6]=[CH:5][C:4]([C:7]2[C:8]([C:12]3[CH:13]=[C:14]([NH2:18])[CH:15]=[CH:16][CH:17]=3)=[N:9][NH:10][CH:11]=2)=[CH:3][CH:2]=1.[F:19][C:20]([F:32])([F:31])[C:21]1[CH:26]=[CH:25][C:24]([CH2:27][C:28](O)=[O:29])=[CH:23][CH:22]=1.CCN(C(C)C)C(C)C.CN(C(ON1N=NC2C=CC=CC1=2)=[N+](C)C)C.[B-](F)(F)(F)F.C([O-])(O)=O.[Na+]. Product: [N:1]1[CH:2]=[CH:3][C:4]([C:7]2[C:8]([C:12]3[CH:13]=[C:14]([NH:18][C:28](=[O:29])[CH2:27][C:24]4[CH:23]=[CH:22][C:21]([C:20]([F:31])([F:19])[F:32])=[CH:26][CH:25]=4)[CH:15]=[CH:16][CH:17]=3)=[N:9][NH:10][CH:11]=2)=[CH:5][CH:6]=1. The catalyst class is: 4. (3) Reactant: [N:1]([C@@H:4]([C@@H:31]([C:38]1[CH:43]=[CH:42][C:41]([F:44])=[CH:40][CH:39]=1)[CH:32]1[CH2:37][CH2:36][O:35][CH2:34][CH2:33]1)[C:5]([NH:7][C:8]1[CH:29]=[CH:28][CH:27]=[C:26]([F:30])[C:9]=1[CH2:10][CH2:11][C@H:12]1[CH2:16][O:15]C(C)(C)[N:13]1C(OC(C)(C)C)=O)=[O:6])=[N+:2]=[N-:3].FC(F)(F)C(O)=O.O. Product: [NH2:13][C@H:12]([CH2:16][OH:15])[CH2:11][CH2:10][C:9]1[C:26]([F:30])=[CH:27][CH:28]=[CH:29][C:8]=1[NH:7][C:5](=[O:6])[C@@H:4]([N:1]=[N+:2]=[N-:3])[C@@H:31]([C:38]1[CH:39]=[CH:40][C:41]([F:44])=[CH:42][CH:43]=1)[CH:32]1[CH2:37][CH2:36][O:35][CH2:34][CH2:33]1. The catalyst class is: 4. (4) Reactant: [CH3:1][C:2]([Si:5]([CH3:23])([CH3:22])[O:6][CH2:7][CH2:8][CH2:9][C:10]1[C:19]2[CH:18]=[CH:17][CH:16]=[C:15]([C:20]#[N:21])[C:14]=2[CH:13]=[CH:12][N:11]=1)([CH3:4])[CH3:3].C(O)C.C(=O)(O)[O-].[Na+].Cl.[NH2:33][OH:34]. Product: [CH3:4][C:2]([Si:5]([CH3:22])([CH3:23])[O:6][CH2:7][CH2:8][CH2:9][C:10]1[C:19]2[CH:18]=[CH:17][CH:16]=[C:15]([C:20](=[NH:21])[NH:33][OH:34])[C:14]=2[CH:13]=[CH:12][N:11]=1)([CH3:1])[CH3:3]. The catalyst class is: 13. (5) Reactant: [Cl:1][C:2]1[N:10]=[C:9]2[C:5]([NH:6][CH:7]=[N:8]2)=[C:4]([Cl:11])[N:3]=1.[F:12][C:13]1[CH:14]=[C:15](B(O)O)[CH:16]=[CH:17][CH:18]=1.C(N(CC)CC)C. Product: [Cl:1][C:2]1[N:10]=[C:9]2[C:5]([N:6]=[CH:7][N:8]2[C:17]2[CH:16]=[CH:15][CH:14]=[C:13]([F:12])[CH:18]=2)=[C:4]([Cl:11])[N:3]=1. The catalyst class is: 4. (6) Reactant: [CH3:1][O:2][C:3]1[N:8]=[C:7]2[C:9]([CH3:15])([CH3:14])[C:10](=[O:13])[N:11]([CH3:12])[C:6]2=[CH:5][CH:4]=1.[Br:16]Br. Product: [CH3:1][O:2][C:3]1[N:8]=[C:7]2[C:9]([CH3:15])([CH3:14])[C:10](=[O:13])[N:11]([CH3:12])[C:6]2=[CH:5][C:4]=1[Br:16]. The catalyst class is: 15. (7) Reactant: [CH3:1][O:2][CH:3]([CH2:10][CH2:11][CH2:12][CH2:13][CH2:14][CH2:15][CH2:16][CH2:17][CH3:18])[CH2:4][C@@H:5]1[O:8][C:7](=[O:9])[CH2:6]1.[OH-:19].[Na+]. Product: [OH:8][C@@H:5]([CH2:4][CH:3]([O:2][CH3:1])[CH2:10][CH2:11][CH2:12][CH2:13][CH2:14][CH2:15][CH2:16][CH2:17][CH3:18])[CH2:6][C:7]([OH:19])=[O:9]. The catalyst class is: 20.